From a dataset of Full USPTO retrosynthesis dataset with 1.9M reactions from patents (1976-2016). Predict the reactants needed to synthesize the given product. (1) The reactants are: [Br:1][C:2]1[CH:25]=[CH:24][C:5]2[C:6]3[N:7]=[C:8]([C:14]4[N:15]([CH2:19][C:20](F)(F)F)[N:16]=[CH:17][N:18]=4)[S:9][C:10]=3[CH2:11][CH2:12][O:13][C:4]=2[CH:3]=1.BrC1C=C[C:30]2[C:31]3[N:32]=[C:33]([C:39](N)=O)SC=3CCOC=2C=1.N1C=CC(CNN)=CC=1. Given the product [Br:1][C:2]1[CH:25]=[CH:24][C:5]2[C:6]3[N:7]=[C:8]([C:14]4[N:15]([CH2:19][C:20]5[CH:39]=[CH:33][N:32]=[CH:31][CH:30]=5)[N:16]=[CH:17][N:18]=4)[S:9][C:10]=3[CH2:11][CH2:12][O:13][C:4]=2[CH:3]=1, predict the reactants needed to synthesize it. (2) Given the product [N:33]1([CH2:32][C:31]2[CH:30]=[CH:29][C:28](/[CH:27]=[CH:26]/[C:2]3[CH:7]=[C:6]([C:8]4[NH:17][C:11]5[N:12]=[CH:13][NH:14][C:15](=[O:16])[C:10]=5[CH:9]=4)[CH:5]=[CH:4][N:3]=3)=[CH:40][CH:39]=2)[CH2:38][CH2:37][CH2:36][CH2:35][CH2:34]1, predict the reactants needed to synthesize it. The reactants are: Cl[C:2]1[CH:7]=[C:6]([C:8]2[NH:17][C:11]3[N:12]=[CH:13][NH:14][C:15](=[O:16])[C:10]=3[CH:9]=2)[CH:5]=[CH:4][N:3]=1.CC1(C)C(C)(C)OB(/[CH:26]=[CH:27]/[C:28]2[CH:40]=[CH:39][C:31]([CH2:32][N:33]3[CH2:38][CH2:37][CH2:36][CH2:35][CH2:34]3)=[CH:30][CH:29]=2)O1.